From a dataset of Reaction yield outcomes from USPTO patents with 853,638 reactions. Predict the reaction yield, written as a fraction of the theoretical maximum amount of product (1.0 means a 100% yield; for example, 0.34 means a 34% yield). (1) The reactants are [NH2:1][C:2]1[C:15]([O:16][CH3:17])=[CH:14][C:5]2[NH:6][C:7](=[O:13])[CH2:8][CH2:9][C:10]([CH3:12])([CH3:11])[C:4]=2[CH:3]=1.Cl[C:19]1[N:24]=[C:23]([NH:25][C:26]2[CH:35]=[CH:34][CH:33]=[CH:32][C:27]=2[C:28]([NH:30][CH3:31])=[O:29])[C:22]([Cl:36])=[CH:21][N:20]=1.C12(CS(O)(=O)=O)C(C)(C)C(CC1)CC2=O.CC[NH+](CC)CC.CC[NH+](CC)CC.C([O-])([O-])=O. The catalyst is C(O)(C)C. The product is [Cl:36][C:22]1[C:23]([NH:25][C:26]2[CH:35]=[CH:34][CH:33]=[CH:32][C:27]=2[C:28]([NH:30][CH3:31])=[O:29])=[N:24][C:19]([NH:1][C:2]2[C:15]([O:16][CH3:17])=[CH:14][C:5]3[NH:6][C:7](=[O:13])[CH2:8][CH2:9][C:10]([CH3:12])([CH3:11])[C:4]=3[CH:3]=2)=[N:20][CH:21]=1. The yield is 0.270. (2) The reactants are COC(C1CC(=O)N(CC2C=CC(OC)=CC=2OC)C1)=O.C(OC)(=O)C(CC(OC)=O)=C.COC1C=C(OC)C=CC=1CN.[BH4-].[Na+].COC1C=C(OC)C=CC=1CN1CC(CO)CC1=O.N1C=CN=C1.[Si:71]([O:78][CH2:79][CH:80]1[CH2:84][N:83]([CH2:85][C:86]2[CH:91]=[CH:90][C:89]([O:92][CH3:93])=[CH:88][C:87]=2[O:94][CH3:95])[C:82](=[O:96])[CH2:81]1)([C:74]([CH3:77])([CH3:76])[CH3:75])([CH3:73])[CH3:72].[Si](Cl)(C(C)(C)C)(C)C. The catalyst is CO.C(O)C.CN(C=O)C.CCCCCC. The product is [Si:71]([O:78][CH2:79][CH:80]1[CH2:84][N:83]([CH2:85][C:86]2[CH:91]=[CH:90][C:89]([O:92][CH3:93])=[CH:88][C:87]=2[O:94][CH3:95])[C:82](=[O:96])[CH2:81]1)([C:74]([CH3:77])([CH3:76])[CH3:75])([CH3:73])[CH3:72]. The yield is 0.970. (3) The reactants are C1(CO[C:9]([NH:11][C@H:12]([C:17]([NH:19][C@H:20]([CH2:24][OH:25])[CH:21]([CH3:23])[CH3:22])=[O:18])[CH2:13][CH:14]([CH3:16])[CH3:15])=[O:10])C=CC=CC=1.O.C(=O)([O-])[O-].[Na+].[Na+].[O:33]1[CH:37]=[CH:36][CH:35]=[C:34]1C(Cl)=O. The catalyst is CO.C(OCC)(=O)C.[C].[Pd]. The product is [O:33]1[CH:37]=[CH:36][CH:35]=[C:34]1[C:9]([NH:11][C@H:12]([C:17]([NH:19][C@H:20]([CH2:24][OH:25])[CH:21]([CH3:22])[CH3:23])=[O:18])[CH2:13][CH:14]([CH3:15])[CH3:16])=[O:10]. The yield is 0.860. (4) The reactants are Cl[CH2:2][CH2:3][O:4][C:5]1[C:6]([O:32][CH3:33])=[CH:7][C:8]2[C:9]([CH:31]=1)=[N:10][C:11]1[N:12]=[CH:13][C:14]([C:29]#[N:30])=[C:15]([NH:18][C:19]3[CH:24]=[C:23]([O:25][CH3:26])[C:22]([Cl:27])=[CH:21][C:20]=3[Cl:28])[C:16]=1[CH:17]=2.[I].[Na].[NH:36]1[CH2:41][CH2:40][O:39][CH2:38][CH2:37]1. No catalyst specified. The product is [Cl:28][C:20]1[CH:21]=[C:22]([Cl:27])[C:23]([O:25][CH3:26])=[CH:24][C:19]=1[NH:18][C:15]1[C:16]2[CH:17]=[C:8]3[CH:7]=[C:6]([O:32][CH3:33])[C:5]([O:4][CH2:3][CH2:2][N:36]4[CH2:41][CH2:40][O:39][CH2:38][CH2:37]4)=[CH:31][C:9]3=[N:10][C:11]=2[N:12]=[CH:13][C:14]=1[C:29]#[N:30]. The yield is 0.470. (5) The reactants are [Br:1][C:2]1[CH:7]=[CH:6][C:5]([CH2:8][C:9](O)=[O:10])=[C:4]([N+:12]([O-])=O)[CH:3]=1.S(=O)(=O)(O)O. The catalyst is C(O)C.[Zn]. The product is [Br:1][C:2]1[CH:3]=[C:4]2[C:5]([CH2:8][C:9](=[O:10])[NH:12]2)=[CH:6][CH:7]=1. The yield is 0.900. (6) The reactants are [CH:1]1([NH:6][C:7](=[O:23])[NH:8][C@H:9]([C:17]2[CH:22]=[CH:21][CH:20]=[CH:19][CH:18]=2)[C:10]([O:12]C(C)(C)C)=[O:11])[CH2:5][CH2:4][CH2:3][CH2:2]1.C(O)(C(F)(F)F)=O. The catalyst is C(Cl)Cl. The product is [CH:1]1([NH:6][C:7](=[O:23])[NH:8][C@H:9]([C:17]2[CH:18]=[CH:19][CH:20]=[CH:21][CH:22]=2)[C:10]([OH:12])=[O:11])[CH2:5][CH2:4][CH2:3][CH2:2]1. The yield is 0.640.